This data is from Forward reaction prediction with 1.9M reactions from USPTO patents (1976-2016). The task is: Predict the product of the given reaction. (1) Given the reactants Cl.[N:2]1([CH2:8][CH2:9][CH2:10][C:11]([OH:13])=O)[CH2:7][CH2:6][CH2:5][CH2:4][CH2:3]1.[C:14](Cl)(=O)C(Cl)=O.C(OC([N:27]1[C:31]([NH2:32])=[CH:30][C:29]([C:33]2[CH:34]=[N:35][C:36]([CH3:39])=[CH:37][CH:38]=2)=[N:28]1)=O)(C)(C)C.Cl, predict the reaction product. The product is: [CH3:14][CH:9]([CH2:8][N:2]1[CH2:3][CH2:4][CH2:5][CH2:6][CH2:7]1)[CH2:10][C:11]([NH:32][C:31]1[NH:27][N:28]=[C:29]([C:33]2[CH:34]=[N:35][C:36]([CH3:39])=[CH:37][CH:38]=2)[CH:30]=1)=[O:13]. (2) Given the reactants Cl.[NH2:2][C:3]1[N:4]=[C:5]2[CH:10]=[CH:9][C:8]([O:11][C:12]3[CH:13]=[CH:14][C:15]([CH3:28])=[C:16]([NH:18][C:19]([C:21]4[N:25]([CH3:26])[N:24]=[C:23]([CH3:27])[CH:22]=4)=[O:20])[CH:17]=3)=[N:7][N:6]2[CH:29]=1.[CH3:30][C:31]([CH3:36])=[CH:32][C:33](Cl)=[O:34], predict the reaction product. The product is: [CH3:26][N:25]1[C:21]([C:19]([NH:18][C:16]2[CH:17]=[C:12]([O:11][C:8]3[CH:9]=[CH:10][C:5]4[N:6]([CH:29]=[C:3]([NH:2][C:33](=[O:34])[CH:32]=[C:31]([CH3:36])[CH3:30])[N:4]=4)[N:7]=3)[CH:13]=[CH:14][C:15]=2[CH3:28])=[O:20])=[CH:22][C:23]([CH3:27])=[N:24]1. (3) Given the reactants [CH3:1][O:2][C:3]1[N:8]=[CH:7][C:6]2[CH:9]=[CH:10][CH2:11][C:5]=2[CH:4]=1.[N+](=[CH:14][C:15]([O:17][CH2:18][CH3:19])=[O:16])=[N-], predict the reaction product. The product is: [CH3:1][O:2][C:3]1[N:8]=[CH:7][C:6]2[CH:9]3[CH:14]([C:15]([O:17][CH2:18][CH3:19])=[O:16])[CH:10]3[CH2:11][C:5]=2[CH:4]=1. (4) The product is: [NH2:43][C:16]1[N:15]=[C:14]([NH:13][C@@H:9]([CH2:10][CH2:11][CH3:12])[CH2:8][CH2:7][OH:6])[C:19]([CH2:20][C:21]2[CH:39]=[CH:38][C:24]([O:25][CH2:26][CH2:27][CH2:28][N:29]3[CH2:33][CH2:32][CH2:31][C@H:30]3[C:34]([OH:36])=[O:35])=[CH:23][C:22]=2[O:40][CH3:41])=[C:18]([CH3:42])[N:17]=1. Given the reactants [OH-].[Na+].C([O:6][CH2:7][CH2:8][C@@H:9]([NH:13][C:14]1[C:19]([CH2:20][C:21]2[CH:39]=[CH:38][C:24]([O:25][CH2:26][CH2:27][CH2:28][N:29]3[CH2:33][CH2:32][CH2:31][C@H:30]3[C:34]([O:36]C)=[O:35])=[CH:23][C:22]=2[O:40][CH3:41])=[C:18]([CH3:42])[N:17]=[C:16]([NH2:43])[N:15]=1)[CH2:10][CH2:11][CH3:12])(=O)C, predict the reaction product. (5) The product is: [Cl:27][C:4]1[CH:5]=[C:6]([CH2:8][NH:9][C:10]([NH2:26])=[N:11][C:12](=[O:25])[CH2:13][C:14]2[C:22]3[C:17](=[CH:18][CH:19]=[C:20]([O:23][CH3:24])[CH:21]=3)[NH:16][C:15]=2[CH3:32])[CH:7]=[C:2]([Cl:1])[C:3]=1[NH:28][C:29](=[O:31])[CH3:30]. Given the reactants [Cl:1][C:2]1[CH:7]=[C:6]([CH2:8][NH:9][C:10]([NH2:26])=[N:11][C:12](=[O:25])[CH2:13][C:14]2[C:22]3[C:17](=[CH:18][CH:19]=[C:20]([O:23][CH3:24])[CH:21]=3)[NH:16][CH:15]=2)[CH:5]=[C:4]([Cl:27])[C:3]=1[NH:28][C:29](=[O:31])[CH3:30].[CH3:32]OC1C=C2C(=CC=1)NC(C)=C2CC(O)=O.COC1C=C2C(=CC=1)NC=C2CC(N(C(SC)=N)C(=O)OC(C)(C)C)=O.C(NC1C(Cl)=CC(CN)=CC=1Cl)(=O)C, predict the reaction product. (6) Given the reactants [F:1][C:2]1[CH:3]=[CH:4][CH:5]=[C:6]2[C:11]=1[N:10]=[C:9]([C:12]1[CH:17]=[CH:16][CH:15]=[CH:14][C:13]=1[S:18]([CH3:21])(=[O:20])=[O:19])[C:8]([C@@H:22]([N:24]1C(=O)C3C(=CC=CC=3)C1=O)[CH3:23])=[CH:7]2.O.NN.CCO, predict the reaction product. The product is: [F:1][C:2]1[CH:3]=[CH:4][CH:5]=[C:6]2[C:11]=1[N:10]=[C:9]([C:12]1[CH:17]=[CH:16][CH:15]=[CH:14][C:13]=1[S:18]([CH3:21])(=[O:19])=[O:20])[C:8]([C@@H:22]([NH2:24])[CH3:23])=[CH:7]2.